Dataset: Forward reaction prediction with 1.9M reactions from USPTO patents (1976-2016). Task: Predict the product of the given reaction. (1) The product is: [C:11]([NH:15][C:8]([C:5]1[CH:4]=[CH:3][C:2]([F:1])=[CH:7][N:6]=1)=[O:10])([CH3:14])([CH3:13])[CH3:12]. Given the reactants [F:1][C:2]1[CH:3]=[CH:4][C:5]([C:8]([OH:10])=O)=[N:6][CH:7]=1.[C:11]([NH2:15])([CH3:14])([CH3:13])[CH3:12], predict the reaction product. (2) The product is: [Cl:1][C:2]1[CH:3]=[C:4]2[C:9](=[CH:10][CH:11]=1)[N:8]=[C:7]([NH:12][C:13]([N:30]1[CH2:31][CH2:32][N:27]([C:22]3[CH:23]=[CH:24][CH:25]=[CH:26][C:21]=3[CH3:20])[CH2:28][CH2:29]1)=[O:17])[C:6]([O:18][CH3:19])=[N:5]2. Given the reactants [Cl:1][C:2]1[CH:3]=[C:4]2[C:9](=[CH:10][CH:11]=1)[N:8]=[C:7]([NH:12][C:13](=[O:17])OCC)[C:6]([O:18][CH3:19])=[N:5]2.[CH3:20][C:21]1[CH:26]=[CH:25][CH:24]=[CH:23][C:22]=1[N:27]1[CH2:32][CH2:31][NH:30][CH2:29][CH2:28]1, predict the reaction product. (3) The product is: [F:1][C:2]1[C:24]([S:25][CH:26]2[CH2:31][CH2:30][N:29]([C:32]([CH3:36])([CH3:37])[C:33]([NH2:40])=[O:35])[CH2:28][CH2:27]2)=[CH:23][C:5]2[C:6]3[N:10]([CH2:11][CH2:12][O:13][C:4]=2[CH:3]=1)[CH:9]=[C:8]([C:14]1[N:15]([CH:20]([CH3:21])[CH3:22])[N:16]=[C:17]([CH3:19])[N:18]=1)[N:7]=3. Given the reactants [F:1][C:2]1[C:24]([S:25][CH:26]2[CH2:31][CH2:30][N:29]([C:32]([CH3:37])([CH3:36])[C:33]([OH:35])=O)[CH2:28][CH2:27]2)=[CH:23][C:5]2[C:6]3[N:10]([CH2:11][CH2:12][O:13][C:4]=2[CH:3]=1)[CH:9]=[C:8]([C:14]1[N:15]([CH:20]([CH3:22])[CH3:21])[N:16]=[C:17]([CH3:19])[N:18]=1)[N:7]=3.CC[N:40](C(C)C)C(C)C.C1C=CC2N(O)N=NC=2C=1.N.CCN=C=NCCCN(C)C, predict the reaction product. (4) Given the reactants [OH:1][C:2]1[CH:10]=[CH:9][C:8]([C:11]([F:14])([F:13])[F:12])=[CH:7][C:3]=1[C:4]([OH:6])=O.[F:15][C:16]([F:29])([F:28])[C:17]1[CH:18]=[C:19]([CH:21]=[C:22]([C:24]([F:27])([F:26])[F:25])[CH:23]=1)[NH2:20], predict the reaction product. The product is: [F:15][C:16]([F:28])([F:29])[C:17]1[CH:18]=[C:19]([NH:20][C:4](=[O:6])[C:3]2[CH:7]=[C:8]([C:11]([F:14])([F:13])[F:12])[CH:9]=[CH:10][C:2]=2[OH:1])[CH:21]=[C:22]([C:24]([F:25])([F:27])[F:26])[CH:23]=1. (5) Given the reactants [O:1]=[C:2]1[CH:7]([N:8]2[CH2:16][C:15]3[C:10](=[CH:11][CH:12]=[CH:13][C:14]=3[NH:17][C:18](=[O:21])[CH2:19]Cl)[C:9]2=[O:22])[CH2:6][CH2:5][C:4](=[O:23])[NH:3]1.[N-:24]=[N+:25]=[N-:26].[Na+].[Na+].[I-], predict the reaction product. The product is: [N:24]([CH2:19][C:18]([NH:17][C:14]1[CH:13]=[CH:12][CH:11]=[C:10]2[C:15]=1[CH2:16][N:8]([CH:7]1[CH2:6][CH2:5][C:4](=[O:23])[NH:3][C:2]1=[O:1])[C:9]2=[O:22])=[O:21])=[N+:25]=[N-:26]. (6) Given the reactants [CH3:1][O:2][C:3]1[CH:4]=[C:5]([NH:11][C:12]2[N:13]=[CH:14][C:15]3[CH2:21][C:20](=[O:22])[NH:19][C:18]4[CH:23]=[C:24]([C:27](O)=[O:28])[CH:25]=[CH:26][C:17]=4[C:16]=3[N:30]=2)[CH:6]=[CH:7][C:8]=1[O:9][CH3:10].C(N(CC)C(C)C)(C)C.CN(C(ON1N=NC2C=CC=CC1=2)=[N+](C)C)C.[B-](F)(F)(F)F.[NH2:62][CH2:63][CH2:64][NH:65][C:66](=[O:72])[O:67][C:68]([CH3:71])([CH3:70])[CH3:69], predict the reaction product. The product is: [C:68]([O:67][C:66](=[O:72])[NH:65][CH2:64][CH2:63][NH:62][C:27]([C:24]1[CH:25]=[CH:26][C:17]2[C:16]3[N:30]=[C:12]([NH:11][C:5]4[CH:6]=[CH:7][C:8]([O:9][CH3:10])=[C:3]([O:2][CH3:1])[CH:4]=4)[N:13]=[CH:14][C:15]=3[CH2:21][C:20](=[O:22])[NH:19][C:18]=2[CH:23]=1)=[O:28])([CH3:69])([CH3:71])[CH3:70]. (7) Given the reactants [OH:1][C@@H:2]([C:4]1[N:15]([C@@H:16]2[CH2:21][O:20][C@@H:19]([CH2:22][C:23]#[N:24])[CH2:18][CH2:17]2)[C:7]2=[C:8]3[S:14][CH:13]=[CH:12][C:9]3=[N:10][CH:11]=[C:6]2[N:5]=1)[CH3:3].C(#N)C, predict the reaction product. The product is: [OH2:1].[OH:1][C@@H:2]([C:4]1[N:15]([C@@H:16]2[CH2:21][O:20][C@@H:19]([CH2:22][C:23]#[N:24])[CH2:18][CH2:17]2)[C:7]2=[C:8]3[S:14][CH:13]=[CH:12][C:9]3=[N:10][CH:11]=[C:6]2[N:5]=1)[CH3:3]. (8) Given the reactants [Li][CH2:2]CCC.C1C=CC(P(C2C=CC=CC=2)C2C=CC=CC=2)=CC=1.CI.[Br:27][C:28]1[CH:29]=[C:30]2[C:35](=[CH:36][CH:37]=1)[O:34][CH:33]([C:38]1[CH:43]=[CH:42][CH:41]=[CH:40][CH:39]=1)[CH2:32][C:31]2=O, predict the reaction product. The product is: [Br:27][C:28]1[CH:29]=[C:30]2[C:35](=[CH:36][CH:37]=1)[O:34][CH:33]([C:38]1[CH:43]=[CH:42][CH:41]=[CH:40][CH:39]=1)[CH2:32][C:31]2=[CH2:2]. (9) Given the reactants [CH3:1][C:2]1[C:7](=[O:8])[N:6]2[CH2:9][CH2:10][CH2:11][NH:12][C:5]2=[N:4][C:3]=1[C:13]1[CH:18]=[CH:17][N:16]=[CH:15][N:14]=1.[H-].[Na+].[CH2:21](Br)[C:22]([C:24]1[CH:29]=[CH:28][CH:27]=[CH:26][CH:25]=1)=[O:23].[Cl-].[Na+], predict the reaction product. The product is: [CH3:1][C:2]1[C:7](=[O:8])[N:6]2[CH2:9][CH2:10][CH2:11][N:12]([CH2:21][C:22](=[O:23])[C:24]3[CH:29]=[CH:28][CH:27]=[CH:26][CH:25]=3)[C:5]2=[N:4][C:3]=1[C:13]1[CH:18]=[CH:17][N:16]=[CH:15][N:14]=1.